From a dataset of Experimentally validated miRNA-target interactions with 360,000+ pairs, plus equal number of negative samples. Binary Classification. Given a miRNA mature sequence and a target amino acid sequence, predict their likelihood of interaction. (1) The miRNA is hsa-miR-6076 with sequence AGCAUGACAGAGGAGAGGUGG. The protein sequence of the target gene is MVAVAAAAATEARLRGSTTATAAPAGRKGRQHRPCTATGAWRPGPRARLCLPRVLSRALPPPPLLPLLFSLLLLPLPREAEAAAVAAAVSGSAAAEAKECDRPCVNGGRCNPGTGQCVCPTGWVGEQCQHCGGRFRLTGSSGFVTDGPGNYKYKTKCTWLIEGQPNRIMRLRFNHFATECSWDHLYVYDGDSIYAPLIAAFSGLIVPERDGNETAPEVTVTSGYALLHFFSDAAYNLTGFNITYNFDMCPNNCSGRGECKSSNSSSAVECECSENWKGESCDIPHCTDNCGFPHRGICNA.... Result: 0 (no interaction). (2) The miRNA is hsa-miR-193b-3p with sequence AACUGGCCCUCAAAGUCCCGCU. The protein sequence of the target gene is MSQAVQTNGTQPLSKTWELSLYELQRTPQEAITDGLEIVVSPRSLHSELMCPICLDMLKNTMTTKECLHRFCADCIITALRSGNKECPTCRKKLVSKRSLRPDPNFDALISKIYPSRDEYEAHQERVLARINKHNNQQALSHSIEEGLKIQAMNRLQRGKKQQIENGSGAEDNGDSSHCSNASTHSNQEAGPSNKRTKTSDDSGLELDNNNAAVAIDPVMDGASEIELVFRPHPTLMEKDDSAQTRYIKTSGNATVDHLSKYLAVRLALEELRSKGESNQMNLDTASEKQYTIYIATASG.... Result: 0 (no interaction). (3) The miRNA is hsa-miR-4668-5p with sequence AGGGAAAAAAAAAAGGAUUUGUC. The protein sequence of the target gene is MVEDGAEELEDLVHFSVSELPSRGYGVMEEIRRQGKLCDVTLKIGDHKFSAHRIVLAASIPYFHAMFTNDMMECKQDEIVMQGMDPSALEALINFAYNGNLAIDQQNVQSLLMGASFLQLQSIKDACCTFLRERLHPKNCLGVRQFAETMMCAVLYDAANSFIHQHFVEVSMSEEFLALPLEDVLELVSRDELNVKSEEQVFEAALAWVRYDREQRGPYLPELLSNIRLPLCRPQFLSDRVQQDDLVRCCHKCRDLVDEAKDYHLMPERRPHLPAFRTRPRCCTSIAGLIYAVGGLNSAG.... Result: 1 (interaction). (4) The miRNA is hsa-miR-921 with sequence CUAGUGAGGGACAGAACCAGGAUUC. The protein sequence of the target gene is MSGGRFDFDDGGAYCGGWEGGKAHGHGLCTGPKGQGEYSGSWNFGFEVAGVYTWPSGNTFEGYWSQGKRHGLGIETKGRWLYKGEWTHGFKGRYGIRQSTNSGAKYEGTWNNGLQDGYGTETYADGGTYQGQFTNGMRHGYGVRQSVPYGMAVVVRSPLRTSLSSLRSEHSNGTVAPDSPAADGPMLPSPPVPRGGFALTLLATAEAARPQGLFTRGTLLGRLRRSESRTSLGSQRSRLSFLKSELSSGASDAASTGSLAEGAEGPDDAAAPFDADIDATTTETYMGEWKNDKRSGFGVS.... Result: 0 (no interaction). (5) The protein sequence of the target gene is MNGTEGPNFYVPFSNVTGVVRSPFEQPQYYLAEPWQFSMLAAYMFLLIVLGFPINFLTLYVTVQHKKLRTPLNYILLNLAVADLFMVFGGFTTTLYTSLHGYFVFGPTGCNLEGFFATLGGEIALWSLVVLAIERYVVVCKPMSNFRFGENHAIMGVVFTWIMALACAAPPLVGWSRYIPEGMQCSCGIDYYTLKPEVNNESFVIYMFVVHFTIPMIVIFFCYGQLVFTVKEAAAQQQESATTQKAEKEVTRMVIIMVIFFLICWLPYASVAFYIFTHQGSNFGPIFMTLPAFFAKSSSI.... The miRNA is hsa-miR-6070 with sequence CCGGUUCCAGUCCCUGGAG. Result: 0 (no interaction).